Task: Predict the reactants needed to synthesize the given product.. Dataset: Full USPTO retrosynthesis dataset with 1.9M reactions from patents (1976-2016) (1) Given the product [F:1][C:2]1[CH:3]=[CH:4][C:5]([C:6]([CH:8]2[CH2:13][CH2:12][N:11]([CH2:27][CH:25]([O:26][CH3:28])[C:22]3[CH:21]=[CH:20][C:19]([N+:16]([O-:18])=[O:17])=[CH:24][CH:23]=3)[CH2:10][CH2:9]2)=[O:7])=[CH:14][CH:15]=1, predict the reactants needed to synthesize it. The reactants are: [F:1][C:2]1[CH:15]=[CH:14][C:5]([C:6]([CH:8]2[CH2:13][CH2:12][NH:11][CH2:10][CH2:9]2)=[O:7])=[CH:4][CH:3]=1.[N+:16]([C:19]1[CH:24]=[CH:23][C:22]([CH:25]2[CH2:27][O:26]2)=[CH:21][CH:20]=1)([O-:18])=[O:17].[CH3:28]S(Cl)(=O)=O.C(N(CC)CC)C.CO. (2) Given the product [C:38]1([CH3:48])[CH:39]=[CH:40][C:41]([S:44]([OH:47])(=[O:45])=[O:46])=[CH:42][CH:43]=1.[C:38]1([CH3:48])[CH:39]=[CH:40][C:41]([S:44]([OH:47])(=[O:45])=[O:46])=[CH:42][CH:43]=1.[F:1][CH:2]1[CH2:3][CH2:4][N:5]([CH2:8][CH2:9][O:10][C:11]2[CH:16]=[CH:15][N:14]3[N:17]=[C:18]([CH3:36])[C:19]([C:20]4[S:21][C:22]([C:31]5[N:35]=[CH:34][NH:33][N:32]=5)=[C:23]([C:25]5[CH:30]=[CH:29][CH:28]=[CH:27][CH:26]=5)[N:24]=4)=[C:13]3[CH:12]=2)[CH2:6][CH2:7]1, predict the reactants needed to synthesize it. The reactants are: [F:1][CH:2]1[CH2:7][CH2:6][N:5]([CH2:8][CH2:9][O:10][C:11]2[CH:16]=[CH:15][N:14]3[N:17]=[C:18]([CH3:36])[C:19]([C:20]4[S:21][C:22]([C:31]5[N:35]=[CH:34][NH:33][N:32]=5)=[C:23]([C:25]5[CH:30]=[CH:29][CH:28]=[CH:27][CH:26]=5)[N:24]=4)=[C:13]3[CH:12]=2)[CH2:4][CH2:3]1.O.[C:38]1([CH3:48])[CH:43]=[CH:42][C:41]([S:44]([OH:47])(=[O:46])=[O:45])=[CH:40][CH:39]=1. (3) Given the product [CH2:7]([O:9][C:36](=[O:37])[NH:29][C:27]1[CH:28]=[CH:23][C:24]([C:20]2[CH:19]=[CH:17][CH:12]=[CH:13][CH:14]=2)=[CH:25][C:26]=1[NH:31][C:7](=[O:9])[C:6]1[CH:5]=[CH:4][C:3]([Si:2]([OH:1])([CH3:18])[C:12]2[CH:17]=[CH:16][CH:15]=[CH:14][CH:13]=2)=[CH:11][CH:10]=1)[C:6]1[CH:10]=[CH:11][CH:3]=[CH:4][CH:5]=1, predict the reactants needed to synthesize it. The reactants are: [OH:1][Si:2]([CH3:18])([C:12]1[CH:17]=[CH:16][CH:15]=[CH:14][CH:13]=1)[C:3]1[CH:11]=[CH:10][C:6]([C:7]([OH:9])=O)=[CH:5][CH:4]=1.[CH2:19](Cl)[CH2:20]Cl.[CH:23]1[CH:24]=[CH:25][C:26]2[N:31](O)N=[N:29][C:27]=2[CH:28]=1.CN([CH:36]=[O:37])C. (4) Given the product [N:1]1([CH2:9][CH2:10][CH2:11][NH:12][C:13](=[O:19])[O:14][C:15]([CH3:18])([CH3:17])[CH3:16])[CH:5]=[CH:4][CH:3]=[N:2]1, predict the reactants needed to synthesize it. The reactants are: [NH:1]1[CH:5]=[CH:4][CH:3]=[N:2]1.[H-].[Na+].Br[CH2:9][CH2:10][CH2:11][NH:12][C:13](=[O:19])[O:14][C:15]([CH3:18])([CH3:17])[CH3:16].O. (5) Given the product [NH2:7][C:8]([C:28]1[O:29][C:30]2[CH:36]=[CH:35][C:34]([C:37]#[N:38])=[CH:33][C:31]=2[N:32]=1)([C:9]1[C:17]([O:18][CH3:19])=[CH:16][C:15]([CH3:20])=[C:14]2[C:10]=1[CH:11]=[CH:12][NH:13]2)[C:52]([F:55])([F:54])[F:53], predict the reactants needed to synthesize it. The reactants are: C(S([N:7]=[C:8]([C:28]1[O:29][C:30]2[CH:36]=[CH:35][C:34]([C:37]#[N:38])=[CH:33][C:31]=2[N:32]=1)[C:9]1[C:17]([O:18][CH3:19])=[CH:16][C:15]([CH3:20])=[C:14]2[C:10]=1[CH:11]=[CH:12][N:13]2C(OC(C)(C)C)=O)=O)(C)(C)C.[F-].C[N+](C)(C)C.[Si]([C:52]([F:55])([F:54])[F:53])(CC)(CC)CC.Cl.C([O-])([O-])=O.[Cs+].[Cs+]. (6) Given the product [CH3:25][C:24]1[CH:23]=[C:22]([CH3:26])[NH:21][C:20](=[O:27])[C:19]=1[CH2:18][NH:17][C:15]([C:4]1[C:5]2[C:6]([CH3:14])=[N:7][N:8]([CH:11]([CH3:13])[CH3:12])[C:9]=2[CH:10]=[C:2]([C:32]2[CH:33]=[CH:34][C:29]([F:28])=[CH:30][CH:31]=2)[CH:3]=1)=[O:16], predict the reactants needed to synthesize it. The reactants are: Br[C:2]1[CH:3]=[C:4]([C:15]([NH:17][CH2:18][C:19]2[C:20](=[O:27])[NH:21][C:22]([CH3:26])=[CH:23][C:24]=2[CH3:25])=[O:16])[C:5]2[C:6]([CH3:14])=[N:7][N:8]([CH:11]([CH3:13])[CH3:12])[C:9]=2[CH:10]=1.[F:28][C:29]1[CH:34]=[CH:33][C:32](B(O)O)=[CH:31][CH:30]=1.C(=O)(O)[O-].[Na+]. (7) Given the product [Br:1][C:2]1[CH:3]=[C:4]([NH2:11])[CH:5]=[C:6]2[C:10]=1[NH:9][CH:8]=[CH:7]2, predict the reactants needed to synthesize it. The reactants are: [Br:1][C:2]1[CH:3]=[C:4]([N+:11]([O-])=O)[CH:5]=[C:6]2[C:10]=1[NH:9][CH:8]=[CH:7]2.C(Cl)(Cl)Cl.